Dataset: Catalyst prediction with 721,799 reactions and 888 catalyst types from USPTO. Task: Predict which catalyst facilitates the given reaction. (1) Reactant: [CH3:1][N:2]([CH3:14])[C:3](=[O:13])[C@@H:4]([CH3:12])[NH:5][C:6]1[CH2:10][S:9][C:8](=[O:11])[N:7]=1.[F:15][C:16]([F:37])([F:36])[C:17]1[CH:31]=[C:30]([C:32]([F:35])([F:34])[F:33])[CH:29]=[CH:28][C:18]=1[CH2:19][N:20]1[CH2:25][CH2:24][CH:23]([CH:26]=O)[CH2:22][CH2:21]1.C([O-])(=O)C.[NH2+]1CCCCC1. Product: [F:37][C:16]([F:15])([F:36])[C:17]1[CH:31]=[C:30]([C:32]([F:35])([F:34])[F:33])[CH:29]=[CH:28][C:18]=1[CH2:19][N:20]1[CH2:25][CH2:24][CH:23](/[CH:26]=[C:10]2/[C:6]([NH:5][C@@H:4]([C:3]([N:2]([CH3:1])[CH3:14])=[O:13])[CH3:12])=[N:7][C:8](=[O:11])[S:9]/2)[CH2:22][CH2:21]1. The catalyst class is: 41. (2) Reactant: [Si]([O:8][CH2:9][C:10]1([CH3:37])[S:16][CH2:15][CH2:14][N:13]2[C:17]([C:20]3([C:23]4[CH:28]=[CH:27][C:26]([C:29]5[C:30]([O:35][CH3:36])=[N:31][CH:32]=[CH:33][CH:34]=5)=[CH:25][CH:24]=4)[CH2:22][CH2:21]3)=[N:18][N:19]=[C:12]2[CH2:11]1)(C(C)(C)C)(C)C.Cl. Product: [CH3:36][O:35][C:30]1[C:29]([C:26]2[CH:27]=[CH:28][C:23]([C:20]3([C:17]4[N:13]5[CH2:14][CH2:15][S:16][C:10]([CH2:9][OH:8])([CH3:37])[CH2:11][C:12]5=[N:19][N:18]=4)[CH2:21][CH2:22]3)=[CH:24][CH:25]=2)=[CH:34][CH:33]=[CH:32][N:31]=1. The catalyst class is: 5.